This data is from Catalyst prediction with 721,799 reactions and 888 catalyst types from USPTO. The task is: Predict which catalyst facilitates the given reaction. Reactant: [Na].[C:2]([O:10]CC)(=O)[CH2:3][C:4]([O:6]CC)=O.[CH2:13]([O:15][CH2:16][CH2:17]Br)[CH3:14].[NH2:19][C:20]([NH2:22])=[O:21].Cl. Product: [CH2:13]([O:15][CH2:16][CH2:17][CH:3]1[C:2](=[O:10])[NH:22][C:20](=[O:21])[NH:19][C:4]1=[O:6])[CH3:14]. The catalyst class is: 8.